From a dataset of Peptide-MHC class II binding affinity with 134,281 pairs from IEDB. Regression. Given a peptide amino acid sequence and an MHC pseudo amino acid sequence, predict their binding affinity value. This is MHC class II binding data. (1) The peptide sequence is NVCFWYIPPSL. The MHC is HLA-DQA10102-DQB10602 with pseudo-sequence HLA-DQA10102-DQB10602. The binding affinity (normalized) is 0.0356. (2) The peptide sequence is VGDDSGGFSTTVSTE. The MHC is DRB3_0101 with pseudo-sequence DRB3_0101. The binding affinity (normalized) is 0.306.